The task is: Predict the reactants needed to synthesize the given product.. This data is from Full USPTO retrosynthesis dataset with 1.9M reactions from patents (1976-2016). (1) Given the product [Br:41][C:15]1[C:14]2[CH:13]=[C:12]([O:11][CH2:10][C:9]3[CH:28]=[CH:29][C:6]([CH:1]4[CH2:5][CH2:4][CH2:3][CH2:2]4)=[C:7]([C:30]([F:33])([F:31])[F:32])[CH:8]=3)[CH:20]=[CH:19][C:18]=2[N:17]2[CH2:21][CH2:22][CH:23]([CH2:24][C:25]([OH:27])=[O:26])[C:16]=12, predict the reactants needed to synthesize it. The reactants are: [CH:1]1([C:6]2[CH:29]=[CH:28][C:9]([CH2:10][O:11][C:12]3[CH:20]=[CH:19][C:18]4[N:17]5[CH2:21][CH2:22][CH:23]([CH2:24][C:25]([OH:27])=[O:26])[C:16]5=[CH:15][C:14]=4[CH:13]=3)=[CH:8][C:7]=2[C:30]([F:33])([F:32])[F:31])[CH2:5][CH2:4][CH2:3][CH2:2]1.C1C(=O)N([Br:41])C(=O)C1. (2) Given the product [CH:3]1([CH2:9][C:10]#[C:11][Si:12]([CH:19]([CH3:21])[CH3:20])([CH:16]([CH3:18])[CH3:17])[CH:13]([CH3:15])[CH3:14])[CH2:8][CH2:7][CH2:6][CH2:5][CH2:4]1, predict the reactants needed to synthesize it. The reactants are: [OH-].[K+].[CH:3]1([C:9]#[C:10][CH3:11])[CH2:8][CH2:7][CH2:6][CH2:5][CH2:4]1.[SiH:12]([CH:19]([CH3:21])[CH3:20])([CH:16]([CH3:18])[CH3:17])[CH:13]([CH3:15])[CH3:14]. (3) Given the product [CH2:25]([S:22]([C:4]1[CH:3]=[C:2]([C:32]2[N:37]=[CH:36][CH:35]=[CH:34][N:33]=2)[CH:7]=[CH:6][C:5]=1[C:8]1[N:20]([CH3:21])[C:11]2=[N:12][CH:13]=[C:14]([C:16]([F:19])([F:18])[F:17])[CH:15]=[C:10]2[N:9]=1)(=[O:24])=[O:23])[CH3:26], predict the reactants needed to synthesize it. The reactants are: Br[C:2]1[CH:7]=[CH:6][C:5]([C:8]2[N:20]([CH3:21])[C:11]3=[N:12][CH:13]=[C:14]([C:16]([F:19])([F:18])[F:17])[CH:15]=[C:10]3[N:9]=2)=[C:4]([S:22]([CH2:25][CH3:26])(=[O:24])=[O:23])[CH:3]=1.C([Sn](CCCC)(CCCC)[C:32]1[N:37]=[CH:36][CH:35]=[CH:34][N:33]=1)CCC.C1(C)C=CC=CC=1.